Dataset: Catalyst prediction with 721,799 reactions and 888 catalyst types from USPTO. Task: Predict which catalyst facilitates the given reaction. (1) Reactant: Cl.[F:2][C:3]1[CH:4]=[CH:5][C:6]2[N:10]=[C:9]([C@@H:11]([NH:13]C(=O)OC(C)(C)C)[CH3:12])[N:8]([C:21]3[CH:26]=[CH:25][CH:24]=[CH:23][CH:22]=3)[C:7]=2[CH:27]=1. Product: [F:2][C:3]1[CH:4]=[CH:5][C:6]2[N:10]=[C:9]([C@@H:11]([NH2:13])[CH3:12])[N:8]([C:21]3[CH:22]=[CH:23][CH:24]=[CH:25][CH:26]=3)[C:7]=2[CH:27]=1. The catalyst class is: 258. (2) Reactant: [CH3:1][C:2]1([CH2:7][CH2:8][CH:9]([CH2:13][CH2:14][CH2:15][CH2:16][CH3:17])[C:10](=[O:12])[CH3:11])OCC[O:3]1.O.Cl. Product: [CH2:13]([CH:9]([CH2:8][CH2:7][C:2](=[O:3])[CH3:1])[C:10](=[O:12])[CH3:11])[CH2:14][CH2:15][CH2:16][CH3:17]. The catalyst class is: 7. (3) Reactant: [CH:1]1([CH2:7][N:8]([CH2:17][CH:18]=[O:19])[C:9](=[O:16])[CH2:10][CH2:11][CH2:12][N+:13]([O-:15])=[O:14])[CH2:6][CH2:5][CH2:4][CH2:3][CH2:2]1.C(N(CC)CC)C. Product: [CH:1]1([CH2:7][N:8]2[CH2:17][CH:18]([OH:19])[CH:12]([N+:13]([O-:15])=[O:14])[CH2:11][CH2:10][C:9]2=[O:16])[CH2:2][CH2:3][CH2:4][CH2:5][CH2:6]1. The catalyst class is: 1. (4) Reactant: N(C(=O)[C:4]([NH:6][C:7]1[CH:12]=[CH:11][C:10]([C@H:13]2[CH2:18][CH2:17][C@H:16]([CH2:19][C:20]([O:22][CH3:23])=[O:21])[CH2:15][CH2:14]2)=[CH:9][CH:8]=1)=[O:5])N.ClC([O:28][CH2:29][C:30]1[CH:35]=[CH:34][CH:33]=[CH:32][CH:31]=1)=O. Product: [CH2:29]([O:28][C:4]([NH:6][C:7]1[CH:8]=[CH:9][C:10]([C@H:13]2[CH2:14][CH2:15][C@H:16]([CH2:19][C:20]([O:22][CH3:23])=[O:21])[CH2:17][CH2:18]2)=[CH:11][CH:12]=1)=[O:5])[C:30]1[CH:35]=[CH:34][CH:33]=[CH:32][CH:31]=1. The catalyst class is: 17. (5) Reactant: [NH2:1][CH2:2][C@H:3]([NH:11][C:12]1[N:17]=[C:16]([N:18]([CH3:31])[C:19]2[CH:24]=[CH:23][N:22]=[C:21]([C:25]3[CH:30]=[CH:29][CH:28]=[CH:27][CH:26]=3)[N:20]=2)[CH:15]=[CH:14][N:13]=1)[CH2:4][C:5]1[CH:10]=[CH:9][CH:8]=[CH:7][CH:6]=1.Br[CH2:33][CH2:34][N:35]1[C:39](=[O:40])[C:38]2=[CH:41][CH:42]=[CH:43][CH:44]=[C:37]2[C:36]1=[O:45].C([O-])([O-])=O.[K+].[K+]. Product: [CH3:31][N:18]([C:19]1[CH:24]=[CH:23][N:22]=[C:21]([C:25]2[CH:30]=[CH:29][CH:28]=[CH:27][CH:26]=2)[N:20]=1)[C:16]1[CH:15]=[CH:14][N:13]=[C:12]([NH:11][C@H:3]([CH2:4][C:5]2[CH:10]=[CH:9][CH:8]=[CH:7][CH:6]=2)[CH2:2][NH:1][CH2:33][CH2:34][N:35]2[C:36](=[O:45])[C:37]3[C:38](=[CH:41][CH:42]=[CH:43][CH:44]=3)[C:39]2=[O:40])[N:17]=1. The catalyst class is: 10.